This data is from Peptide-MHC class I binding affinity with 185,985 pairs from IEDB/IMGT. The task is: Regression. Given a peptide amino acid sequence and an MHC pseudo amino acid sequence, predict their binding affinity value. This is MHC class I binding data. (1) The peptide sequence is GRNSRFPDK. The MHC is HLA-B35:01 with pseudo-sequence HLA-B35:01. The binding affinity (normalized) is 0.0847. (2) The peptide sequence is INISGYNFSL. The MHC is HLA-A02:02 with pseudo-sequence HLA-A02:02. The binding affinity (normalized) is 0.656. (3) The peptide sequence is SLIYYQNEV. The MHC is HLA-B54:01 with pseudo-sequence HLA-B54:01. The binding affinity (normalized) is 0.0354. (4) The peptide sequence is FLRGRAYGI. The MHC is HLA-A02:03 with pseudo-sequence HLA-A02:03. The binding affinity (normalized) is 0.852. (5) The peptide sequence is SFSFGGFTF. The MHC is HLA-B08:03 with pseudo-sequence HLA-B08:03. The binding affinity (normalized) is 0.0847. (6) The binding affinity (normalized) is 0.756. The peptide sequence is ITDITKYLY. The MHC is SLA-10401 with pseudo-sequence SLA-10401.